Dataset: Reaction yield outcomes from USPTO patents with 853,638 reactions. Task: Predict the reaction yield, written as a fraction of the theoretical maximum amount of product (1.0 means a 100% yield; for example, 0.34 means a 34% yield). (1) The reactants are Cl[C:2]1[N:7]=[CH:6][C:5]([C:8]2[CH:13]=[CH:12][N:11]=[C:10]([NH:14][C:15]3[CH:16]=[C:17]([NH:22][C:23](=[O:34])[C:24]4[CH:29]=[CH:28][CH:27]=[C:26]([C:30]([F:33])([F:32])[F:31])[CH:25]=4)[CH:18]=[CH:19][C:20]=3[CH3:21])[N:9]=2)=[CH:4][CH:3]=1.[N:35]1[CH:40]=[CH:39][C:38]([CH2:41][NH2:42])=[CH:37][CH:36]=1. The catalyst is O. The product is [CH3:21][C:20]1[CH:19]=[CH:18][C:17]([NH:22][C:23](=[O:34])[C:24]2[CH:29]=[CH:28][CH:27]=[C:26]([C:30]([F:31])([F:33])[F:32])[CH:25]=2)=[CH:16][C:15]=1[NH:14][C:10]1[N:9]=[C:8]([C:5]2[CH:6]=[N:7][C:2]([NH:42][CH2:41][C:38]3[CH:39]=[CH:40][N:35]=[CH:36][CH:37]=3)=[CH:3][CH:4]=2)[CH:13]=[CH:12][N:11]=1. The yield is 0.524. (2) The catalyst is C1(C)C=CC=CC=1.CO. The yield is 0.390. The product is [CH3:14][O:13][C:11]1[CH:10]=[C:9]([CH2:15][CH2:16][C:17]2[CH:18]=[C:19]([NH:22][C:36]([C:33]3[CH:34]=[N:35][C:30]([CH:27]4[CH2:28][CH2:29][N:24]([CH3:23])[CH2:25][CH2:26]4)=[N:31][CH:32]=3)=[O:37])[NH:20][N:21]=2)[CH:8]=[C:7]([O:6][CH3:5])[CH:12]=1. The reactants are C[Al](C)C.[CH3:5][O:6][C:7]1[CH:8]=[C:9]([CH2:15][CH2:16][C:17]2[CH:18]=[C:19]([NH2:22])[NH:20][N:21]=2)[CH:10]=[C:11]([O:13][CH3:14])[CH:12]=1.[CH3:23][N:24]1[CH2:29][CH2:28][CH:27]([C:30]2[N:35]=[CH:34][C:33]([C:36](OC)=[O:37])=[CH:32][N:31]=2)[CH2:26][CH2:25]1.Cl. (3) The product is [F:43][C:44]1[CH:45]=[C:46]([NH:50][C:35]([N:14]2[C@@H:15]3[CH2:20][N:19]([CH2:18][CH2:17][CH2:16]3)[C:12]3[CH:11]=[CH:10][C:9]([C:7]4[CH:6]=[CH:5][N:4]=[C:3]([C:2]([F:1])([F:22])[F:23])[CH:8]=4)=[N:21][C:13]2=3)=[O:41])[CH:47]=[N:48][CH:49]=1. The yield is 0.350. The reactants are [F:1][C:2]([F:23])([F:22])[C:3]1[CH:8]=[C:7]([C:9]2[CH:10]=[CH:11][C:12]3[N:19]4[CH2:20][C@H:15]([CH2:16][CH2:17][CH2:18]4)[NH:14][C:13]=3[N:21]=2)[CH:6]=[CH:5][N:4]=1.C(N(CC)CC)C.ClC(Cl)(O[C:35](=[O:41])OC(Cl)(Cl)Cl)Cl.[F:43][C:44]1[CH:45]=[C:46]([NH2:50])[CH:47]=[N:48][CH:49]=1. The catalyst is C1COCC1.CCOC(C)=O.CO. (4) The reactants are [NH2:1][CH2:2][C:3]1[CH:4]=[C:5]([CH2:9][N:10]2[C:18]3[C:13](=[C:14]([CH2:19][OH:20])[CH:15]=[CH:16][CH:17]=3)[C:12]([N:21](S(C3SC(Cl)=CC=3)(=O)=O)[S:22]([C:25]3[S:26][C:27]([Cl:30])=[CH:28][CH:29]=3)(=[O:24])=[O:23])=[N:11]2)[CH:6]=[CH:7][CH:8]=1.C(N(CC)CC)C.[C:47](OC(=O)C)(=[O:49])[CH3:48].[OH-].[Na+]. The catalyst is ClCCl.CO. The product is [Cl:30][C:27]1[S:26][C:25]([S:22]([NH:21][C:12]2[C:13]3[C:18](=[CH:17][CH:16]=[CH:15][C:14]=3[CH2:19][OH:20])[N:10]([CH2:9][C:5]3[CH:4]=[C:3]([CH2:2][NH:1][C:47](=[O:49])[CH3:48])[CH:8]=[CH:7][CH:6]=3)[N:11]=2)(=[O:23])=[O:24])=[CH:29][CH:28]=1. The yield is 0.430. (5) The reactants are [C:1]([O:5][C:6]([NH:8][C@H:9]1[CH2:13][C@@:12]([CH2:18][CH3:19])([C:14]([O:16]C)=[O:15])[CH:11]=[CH:10]1)=[O:7])([CH3:4])([CH3:3])[CH3:2].CO.O.O.[OH-].[Li+]. The catalyst is O1CCCC1.CCOC(C)=O. The product is [C:1]([O:5][C:6]([NH:8][C@H:9]1[CH2:13][C@@:12]([CH2:18][CH3:19])([C:14]([OH:16])=[O:15])[CH:11]=[CH:10]1)=[O:7])([CH3:4])([CH3:3])[CH3:2]. The yield is 0.310. (6) The reactants are N1C=CN=C1.[OH:6][CH2:7][C:8]1[CH:13]=[CH:12][CH:11]=[C:10]([C:14]([OH:17])([CH3:16])[CH3:15])[N:9]=1.[Si:18](Cl)([C:21]([CH3:24])([CH3:23])[CH3:22])([CH3:20])[CH3:19]. The catalyst is CN(C=O)C. The product is [Si:18]([O:6][CH2:7][C:8]1[CH:13]=[CH:12][CH:11]=[C:10]([C:14]([OH:17])([CH3:15])[CH3:16])[N:9]=1)([C:21]([CH3:24])([CH3:23])[CH3:22])([CH3:20])[CH3:19]. The yield is 0.920. (7) The product is [F:7][CH2:8][C:9]1[O:13][N:12]=[C:11]([C:14]([N:22]=[N+:23]=[N-:24])=[O:16])[CH:10]=1. The yield is 0.510. The reactants are C(Cl)(=O)C(Cl)=O.[F:7][CH2:8][C:9]1[O:13][N:12]=[C:11]([C:14]([OH:16])=O)[CH:10]=1.CN(C=O)C.[N-:22]=[N+:23]=[N-:24].[Na+]. The catalyst is C(Cl)Cl.